This data is from Forward reaction prediction with 1.9M reactions from USPTO patents (1976-2016). The task is: Predict the product of the given reaction. (1) Given the reactants [C:1]([O:5][C:6]([CH3:9])([CH3:8])[CH3:7])(=[O:4])[CH:2]=[CH2:3].C(OS([O-])(=O)=O)CCCCCCCCCCC.[Na+:27].[Na+].[CH:29]([S:31]([O-:34])(=[O:33])=[O:32])=[CH2:30].S(OOS([O-])(=O)=O)([O-])(=O)=O.[Na+].[Na+].C(=O)(O)[O-].[Na+].S(=O)(=O)(O)[O-].[Na+], predict the reaction product. The product is: [C:6]([O:5][C:1](=[O:4])[CH:2]=[CH2:3])([CH3:9])([CH3:8])[CH3:7].[CH:29]([S:31]([O-:34])(=[O:33])=[O:32])=[CH2:30].[Na+:27]. (2) Given the reactants [Cl:1][C:2]1[CH:3]=[C:4]([C:8]2[C:16]([CH:17]([OH:20])[C:18]#[CH:19])=[C:15]3[N:10]([CH:11]=[N:12][CH:13]=[CH:14]3)[N:9]=2)[CH:5]=[CH:6][CH:7]=1, predict the reaction product. The product is: [Cl:1][C:2]1[CH:3]=[C:4]([C:8]2[C:16]([C:17](=[O:20])[C:18]#[CH:19])=[C:15]3[N:10]([CH:11]=[N:12][CH:13]=[CH:14]3)[N:9]=2)[CH:5]=[CH:6][CH:7]=1. (3) Given the reactants [C:1]([O:5][C:6]([N:8]1[CH2:13][CH2:12][CH:11]([C:14]2[CH:19]=[CH:18][C:17]([O:20][CH2:21][CH2:22][CH2:23][O:24][CH2:25][C:26]3[CH:31]=[CH:30][CH:29]=[CH:28][C:27]=3[F:32])=[CH:16][CH:15]=2)[CH:10]([NH2:33])[CH2:9]1)=[O:7])([CH3:4])([CH3:3])[CH3:2].[N:34]1[C:43]2[C:38](=[CH:39][CH:40]=[C:41]([CH:44]=O)[CH:42]=2)[CH:37]=[CH:36][CH:35]=1.CC1C=C2C(C=CC=N2)=CC=1.[Se](=O)=O.[BH-](OC(C)=O)(OC(C)=O)OC(C)=O.[Na+].C([O-])(O)=O.[Na+], predict the reaction product. The product is: [C:1]([O:5][C:6]([N:8]1[CH2:13][CH2:12][CH:11]([C:14]2[CH:19]=[CH:18][C:17]([O:20][CH2:21][CH2:22][CH2:23][O:24][CH2:25][C:26]3[CH:31]=[CH:30][CH:29]=[CH:28][C:27]=3[F:32])=[CH:16][CH:15]=2)[CH:10]([NH:33][CH2:44][C:41]2[CH:42]=[C:43]3[C:38]([CH:37]=[CH:36][CH:35]=[N:34]3)=[CH:39][CH:40]=2)[CH2:9]1)=[O:7])([CH3:4])([CH3:2])[CH3:3].